Dataset: Catalyst prediction with 721,799 reactions and 888 catalyst types from USPTO. Task: Predict which catalyst facilitates the given reaction. (1) Reactant: C(OC(=O)[NH:7][C:8]1[CH:13]=[C:12]([O:14][CH2:15][CH2:16][O:17][CH3:18])[C:11]([C:19]([F:22])([F:21])[F:20])=[CH:10][C:9]=1[NH:23][C:24](=[O:40])[CH2:25][C:26](=O)[C:27]1[CH:32]=[CH:31][CH:30]=[C:29]([C:33]2[CH:34]=[N:35][CH:36]=[CH:37][CH:38]=2)[CH:28]=1)(C)(C)C.C(O)(C(F)(F)F)=O. Product: [CH3:18][O:17][CH2:16][CH2:15][O:14][C:12]1[C:11]([C:19]([F:20])([F:22])[F:21])=[CH:10][C:9]2[NH:23][C:24](=[O:40])[CH2:25][C:26]([C:27]3[CH:32]=[CH:31][CH:30]=[C:29]([C:33]4[CH:34]=[N:35][CH:36]=[CH:37][CH:38]=4)[CH:28]=3)=[N:7][C:8]=2[CH:13]=1. The catalyst class is: 2. (2) Reactant: [H-].[Na+].[CH:3]1([OH:7])[CH2:6][CH2:5][CH2:4]1.Cl[C:9]1[N:14]=[CH:13][N:12]=[C:11]([N:15]2[CH2:20][CH2:19][N:18]([C:21]([O:23][C:24]([CH3:27])([CH3:26])[CH3:25])=[O:22])[CH2:17][CH2:16]2)[CH:10]=1. Product: [CH:3]1([O:7][C:9]2[N:14]=[CH:13][N:12]=[C:11]([N:15]3[CH2:20][CH2:19][N:18]([C:21]([O:23][C:24]([CH3:27])([CH3:26])[CH3:25])=[O:22])[CH2:17][CH2:16]3)[CH:10]=2)[CH2:6][CH2:5][CH2:4]1. The catalyst class is: 3. (3) Reactant: [C:1]([C:3]1[CH:8]=[CH:7][CH:6]=[CH:5][C:4]=1[C:9]1[CH:14]=[CH:13][C:12]([CH2:15][C:16]2[C:17](=[O:32])[N:18]([CH2:28][C:29](O)=[O:30])[C:19]3[N:20]([N:25]=[CH:26][N:27]=3)[C:21]=2[CH2:22][CH2:23][CH3:24])=[CH:11][CH:10]=1)#[N:2].[NH4+].O[N:35]1C2C=CC=CC=2N=N1.Cl.C(N=C=NCCCN(C)C)C.CN(C)C=O. Product: [C:1]([C:3]1[CH:8]=[CH:7][CH:6]=[CH:5][C:4]=1[C:9]1[CH:10]=[CH:11][C:12]([CH2:15][C:16]2[C:17](=[O:32])[N:18]([CH2:28][C:29]([NH2:35])=[O:30])[C:19]3[N:20]([N:25]=[CH:26][N:27]=3)[C:21]=2[CH2:22][CH2:23][CH3:24])=[CH:13][CH:14]=1)#[N:2]. The catalyst class is: 13. (4) Reactant: [F:1][C:2]([F:13])([F:12])[C:3]1[N:4]=[C:5]2[CH2:10][NH:9][CH2:8][CH2:7][N:6]2[CH:11]=1.C(N(CC)CC)C.[Cl:21][C:22]1[C:30]([C:31]([F:34])([F:33])[F:32])=[CH:29][CH:28]=[CH:27][C:23]=1[C:24](Cl)=[O:25]. Product: [Cl:21][C:22]1[C:30]([C:31]([F:33])([F:34])[F:32])=[CH:29][CH:28]=[CH:27][C:23]=1[C:24]([N:9]1[CH2:8][CH2:7][N:6]2[CH:11]=[C:3]([C:2]([F:12])([F:1])[F:13])[N:4]=[C:5]2[CH2:10]1)=[O:25]. The catalyst class is: 4. (5) Reactant: [CH3:1][N:2]1[CH:10]=[C:9]2[C:4]([CH:5]=[C:6]([C:19]([O:21][CH2:22][CH3:23])=[O:20])[CH:7]=[C:8]2[O:11]S(C(F)(F)F)(=O)=O)=[N:3]1.O[C:25]1[CH:35]=[CH:34][C:28]([C:29]([N:31]([CH3:33])[CH3:32])=[O:30])=[CH:27][CH:26]=1.P([O-])([O-])([O-])=O.[K+].[K+].[K+].C(P(C(C)(C)C)C1C=CC=CC=1C1C(C(C)C)=CC(C(C)C)=CC=1C(C)C)(C)(C)C. Product: [CH3:32][N:31]([CH3:33])[C:29]([C:28]1[CH:34]=[CH:35][C:25]([O:11][C:8]2[C:9]3[C:4]([CH:5]=[C:6]([C:19]([O:21][CH2:22][CH3:23])=[O:20])[CH:7]=2)=[N:3][N:2]([CH3:1])[CH:10]=3)=[CH:26][CH:27]=1)=[O:30]. The catalyst class is: 164. (6) The catalyst class is: 6. Product: [C:37]([N:40]1[CH2:45][CH2:44][N:43]([CH2:2][C:3]2[S:7][C:6]([C:8]3[NH:9][C:10]4[C:15]([CH:16]=3)=[CH:14][CH:13]=[CH:12][C:11]=4[N:17]([CH2:26][CH:27]3[CH2:29][CH2:28]3)[S:18]([C:21]3[S:22][CH:23]=[CH:24][CH:25]=3)(=[O:20])=[O:19])=[N:5][CH:4]=2)[CH2:42][CH2:41]1)(=[O:39])[CH3:38]. Reactant: Cl[CH2:2][C:3]1[S:7][C:6]([C:8]2[NH:9][C:10]3[C:15]([CH:16]=2)=[CH:14][CH:13]=[CH:12][C:11]=3[N:17]([CH2:26][CH:27]2[CH2:29][CH2:28]2)[S:18]([C:21]2[S:22][CH:23]=[CH:24][CH:25]=2)(=[O:20])=[O:19])=[N:5][CH:4]=1.C(N(CC)CC)C.[C:37]([N:40]1[CH2:45][CH2:44][NH:43][CH2:42][CH2:41]1)(=[O:39])[CH3:38].CN(C)C=O. (7) Reactant: [CH3:1][O:2][C:3]1[N:4]=[CH:5][CH:6]=[C:7]2[C:11]([C:12]3[CH:17]=[CH:16][CH:15]=[CH:14][CH:13]=3)=N[NH:9][C:8]=12.IC1C=CC=CC=1.N1CCC[C@H]1C(O)=O.C(=O)([O-])[O-].[K+].[K+]. Product: [CH2:11]([C:7]1[CH:6]=[CH:5][N:4]=[C:3]([O:2][CH3:1])[C:8]=1[NH2:9])[C:12]1[CH:13]=[CH:14][CH:15]=[CH:16][CH:17]=1. The catalyst class is: 156. (8) The catalyst class is: 250. Reactant: C(O[CH2:9][C:10]1[S:11][C:12]2[C:17]([N:18]=1)=[CH:16][CH:15]=[C:14]([Br:19])[N:13]=2)C1C=CC=CC=1.B(Br)(Br)[Br:21]. Product: [Br:19][C:14]1[N:13]=[C:12]2[S:11][C:10]([CH2:9][Br:21])=[N:18][C:17]2=[CH:16][CH:15]=1. (9) Reactant: [CH3:1][C:2]([CH3:7])([CH3:6])[C:3](Cl)=[O:4].[NH2:8][C:9]1[CH:17]=[C:16]([F:18])[CH:15]=[C:14]([F:19])[C:10]=1[C:11]([OH:13])=[O:12].N1C=CC=CC=1. Product: [CH3:1][C:2]([CH3:7])([CH3:6])[C:3]([NH:8][C:9]1[CH:17]=[C:16]([F:18])[CH:15]=[C:14]([F:19])[C:10]=1[C:11]([OH:13])=[O:12])=[O:4]. The catalyst class is: 12.